From a dataset of Reaction yield outcomes from USPTO patents with 853,638 reactions. Predict the reaction yield, written as a fraction of the theoretical maximum amount of product (1.0 means a 100% yield; for example, 0.34 means a 34% yield). (1) The reactants are [F:1][CH:2]([F:21])[O:3][C:4]1[CH:9]=[CH:8][C:7]([C:10](=O)[C:11]([C:13]2[CH:18]=[CH:17][CH:16]=[C:15](O)C=2)=O)=[CH:6][CH:5]=1.Cl.[CH3:23][NH:24][C:25]([NH2:27])=[NH:26].[C:28](=[O:31])([O-])[O-].[Na+].[Na+].C([OH:36])C. The yield is 0.640. No catalyst specified. The product is [NH2:26][C:25]1[N:24]([CH3:23])[C:28](=[O:31])[C:10]([C:7]2[CH:6]=[CH:5][C:4]([O:3][CH:2]([F:1])[F:21])=[CH:9][CH:8]=2)([C:11]2[CH:13]=[CH:18][CH:17]=[C:16]([OH:36])[CH:15]=2)[N:27]=1. (2) The reactants are [CH3:1][O:2][C:3]([NH:5][C@@H:6]([C@@H:41]([CH3:44])[CH2:42][CH3:43])[C:7]([N:9]1[C@@H:13]([CH3:14])[CH2:12][CH2:11][C@H:10]1[C:15]([O:17][CH2:18][C:19]([C:21]1[CH:22]=[CH:23][C:24]2[C:33]3[CH:32]=[C:31]4[CH2:34][CH2:35][CH:36](Br)[C:37](=[O:38])[C:30]4=[CH:29][C:28]=3[O:27][CH2:26][C:25]=2[CH:40]=1)=[O:20])=[O:16])=[O:8])=[O:4].[C:45]([O:49][C:50]([N:52]1[C@@H:56]([CH3:57])[CH2:55][CH2:54][C@H:53]1[C:58]([OH:60])=[O:59])=[O:51])([CH3:48])([CH3:47])[CH3:46]. The catalyst is C1COCC1.CCOC(C)=O. The product is [CH3:57][C@@H:56]1[N:52]([C:50]([O:49][C:45]([CH3:46])([CH3:48])[CH3:47])=[O:51])[C@H:53]([C:58]([O:60][CH:36]2[CH2:35][CH2:34][C:31]3=[CH:32][C:33]4[C:24]5[CH:23]=[CH:22][C:21]([C:19](=[O:20])[CH2:18][O:17][C:15]([C@@H:10]6[CH2:11][CH2:12][C@H:13]([CH3:14])[N:9]6[C:7](=[O:8])[C@@H:6]([NH:5][C:3]([O:2][CH3:1])=[O:4])[C@@H:41]([CH3:44])[CH2:42][CH3:43])=[O:16])=[CH:40][C:25]=5[CH2:26][O:27][C:28]=4[CH:29]=[C:30]3[C:37]2=[O:38])=[O:59])[CH2:54][CH2:55]1. The yield is 0.430. (3) The reactants are [OH:1][CH2:2][CH2:3][CH2:4][CH2:5][CH2:6][CH2:7][O:8][C:9]1[CH:19]=[CH:18][C:12]([CH:13]=[CH:14][C:15]([OH:17])=[O:16])=[CH:11][CH:10]=1.CN(C)C1C=CC=CC=1.[C:29](Cl)(=[O:32])[CH:30]=[CH2:31].Cl. The catalyst is O1CCCC1. The product is [C:29]([O:1][CH2:2][CH2:3][CH2:4][CH2:5][CH2:6][CH2:7][O:8][C:9]1[CH:10]=[CH:11][C:12]([CH:13]=[CH:14][C:15]([OH:17])=[O:16])=[CH:18][CH:19]=1)(=[O:32])[CH:30]=[CH2:31]. The yield is 0.540. (4) The yield is 0.540. The reactants are Cl.[F:2][C:3]1[CH:8]=[C:7]([F:9])[CH:6]=[CH:5][C:4]=1[N:10]1[C:14]([N:15]2[N:24]=[C:23]3[C:17]([CH2:18][CH2:19][O:20][C:21]4[CH:28]=[CH:27][C:26]([CH:29]5[CH2:34][CH2:33][NH:32][CH2:31][CH2:30]5)=[CH:25][C:22]=43)=[CH:16]2)=[N:13][CH:12]=[N:11]1.Cl([O-])(=O)(=O)=O.[Li+].CCN(C(C)C)C(C)C.[CH3:50][C:51]1([CH3:54])[CH2:53][O:52]1. The catalyst is C1COCC1.O. The product is [F:2][C:3]1[CH:8]=[C:7]([F:9])[CH:6]=[CH:5][C:4]=1[N:10]1[C:14]([N:15]2[N:24]=[C:23]3[C:17]([CH2:18][CH2:19][O:20][C:21]4[CH:28]=[CH:27][C:26]([CH:29]5[CH2:34][CH2:33][N:32]([CH2:50][C:51]([CH3:54])([OH:52])[CH3:53])[CH2:31][CH2:30]5)=[CH:25][C:22]=43)=[CH:16]2)=[N:13][CH:12]=[N:11]1.